From a dataset of Blood-brain barrier permeability classification from the B3DB database. Regression/Classification. Given a drug SMILES string, predict its absorption, distribution, metabolism, or excretion properties. Task type varies by dataset: regression for continuous measurements (e.g., permeability, clearance, half-life) or binary classification for categorical outcomes (e.g., BBB penetration, CYP inhibition). Dataset: b3db_classification. (1) The drug is CN1[C@H]2CC[C@@H]1CC(OC(=O)[C@@H](O)c1ccccc1)C2. The result is 1 (penetrates BBB). (2) The compound is CC(=O)OCC(=O)C1(O)CCC2C3CCC4=CC(=O)CCC4(C)C3C(=O)CC21C. The result is 1 (penetrates BBB). (3) The molecule is CN[C@@H]1CC[C@@H](c2ccc(Cl)c(Cl)c2)c2ccccc21. The result is 1 (penetrates BBB). (4) The result is 0 (does not penetrate BBB). The compound is COc1ccc(C(=O)N2CCN(c3ccc4c(c3)CCC(=O)N4)CC2)cc1OC. (5) The molecule is O=C1CC[C@@H](N2C(=O)c3ccccc3C2=O)C(=O)N1. The result is 1 (penetrates BBB). (6) The compound is C[C@@H](O)[C@H]1C(=O)N2C(C(=O)O)=C(S[C@H]3CC[S+]([O-])C3)S[C@H]12. The result is 0 (does not penetrate BBB). (7) The molecule is CCN(CC)[C@H](C)C(=O)c1ccccc1. The result is 1 (penetrates BBB). (8) The molecule is Cc1ccc2c(c1)C13CCCCC1C(C2)N(C)CC3. The result is 1 (penetrates BBB). (9) The drug is CCNC1(c2cccs2)CCCCC1=O. The result is 1 (penetrates BBB).